From a dataset of Catalyst prediction with 721,799 reactions and 888 catalyst types from USPTO. Predict which catalyst facilitates the given reaction. (1) Reactant: [OH:1][C:2]1[CH:7]=[CH:6][CH:5]=[CH:4][N:3]=1.[F:8][C:9]1[CH:14]=[C:13](F)[CH:12]=[CH:11][C:10]=1[N+:16]([O-:18])=[O:17].C(=O)([O-])[O-].[K+].[K+]. Product: [F:8][C:9]1[CH:14]=[C:13]([N:3]2[CH:4]=[CH:5][CH:6]=[CH:7][C:2]2=[O:1])[CH:12]=[CH:11][C:10]=1[N+:16]([O-:18])=[O:17]. The catalyst class is: 21. (2) Reactant: [CH3:1][CH2:2][CH2:3][CH2:4][C:5]1[N:9]([CH2:10][C:11]2[CH:12]=[CH:13][C:14]([C:17]3[CH:18]=[CH:19][CH:20]=[CH:21][C:22]=3[C:23]3[N:27]=[N:26][NH:25][N:24]=3)=[CH:15][CH:16]=2)[C:8]([CH2:28][OH:29])=[C:7]([Cl:30])[N:6]=1.[OH-].[Ca+2:32].[OH-].CCCCCCC. Product: [CH3:1][CH2:2][CH2:3][CH2:4][C:5]1[N:9]([CH2:10][C:11]2[CH:16]=[CH:15][C:14]([C:17]3[CH:18]=[CH:19][CH:20]=[CH:21][C:22]=3[C:23]3[N:27]=[N:26][NH:25][N:24]=3)=[CH:13][CH:12]=2)[C:8]([CH2:28][OH:29])=[C:7]([Cl:30])[N:6]=1.[Ca:32]. The catalyst class is: 32. (3) Reactant: [CH3:1][O:2][C:3]1[CH:19]=[CH:18][CH:17]=[CH:16][C:4]=1[O:5][CH2:6][CH2:7][N:8]1[CH2:12][C@H:11]([CH2:13][OH:14])[O:10][C:9]1=[O:15].C(N([CH2:25][CH3:26])CC)C.[C:27]1(C)[CH:32]=C[C:30]([S:33](Cl)(=[O:35])=[O:34])=[CH:29][CH:28]=1. Product: [C:25]1([CH3:26])[C:30]([S:33]([O:14][CH2:13][C@@H:11]2[O:10][C:9](=[O:15])[N:8]([CH2:7][CH2:6][O:5][C:4]3[CH:16]=[CH:17][CH:18]=[CH:19][C:3]=3[O:2][CH3:1])[CH2:12]2)(=[O:35])=[O:34])=[CH:29][CH:28]=[CH:27][CH:32]=1. The catalyst class is: 4. (4) Reactant: [Cl:1][C:2]1[CH:7]=[C:6]([Cl:8])[CH:5]=[CH:4][N:3]=1.[H-].[Na+].[CH:11]([O:14][C:15]([N:17]1[CH2:22][CH2:21][CH:20]([OH:23])[CH2:19][CH2:18]1)=[O:16])([CH3:13])[CH3:12].O. Product: [CH:11]([O:14][C:15]([N:17]1[CH2:18][CH2:19][CH:20]([O:23][C:6]2[CH:5]=[CH:4][N:3]=[C:2]([Cl:1])[CH:7]=2)[CH2:21][CH2:22]1)=[O:16])([CH3:13])[CH3:12].[CH:11]([O:14][C:15]([N:17]1[CH2:18][CH2:19][CH:20]([O:23][C:2]2[CH:7]=[C:6]([Cl:8])[CH:5]=[CH:4][N:3]=2)[CH2:21][CH2:22]1)=[O:16])([CH3:13])[CH3:12]. The catalyst class is: 3. (5) Reactant: Br[CH2:2][C:3]1[N:4]=[C:5]([C:21]2[CH:22]=[N:23][CH:24]=[C:25]([Cl:27])[CH:26]=2)[N:6]([CH2:12][C:13]2[CH:18]=[C:17]([Cl:19])[CH:16]=[CH:15][C:14]=2[Cl:20])[C:7]=1[C:8]([O:10][CH3:11])=[O:9].C(=O)([O-])[O-].[K+].[K+].[CH2:34]([NH:36][CH2:37][CH3:38])[CH3:35].O. Product: [Cl:27][C:25]1[CH:26]=[C:21]([C:5]2[N:6]([CH2:12][C:13]3[CH:18]=[C:17]([Cl:19])[CH:16]=[CH:15][C:14]=3[Cl:20])[C:7]([C:8]([O:10][CH3:11])=[O:9])=[C:3]([CH2:2][N:36]([CH2:37][CH3:38])[CH2:34][CH3:35])[N:4]=2)[CH:22]=[N:23][CH:24]=1. The catalyst class is: 3. (6) Reactant: C1(N=C=NC2CCCCC2)CCCCC1.[C:16]([O:20][C:21]([N:23]([CH3:28])[CH2:24][C:25]([OH:27])=[O:26])=[O:22])([CH3:19])([CH3:18])[CH3:17].O[N:30]1[C:34](=[O:35])[CH2:33][CH2:32][C:31]1=[O:36]. Product: [C:16]([O:20][C:21]([N:23]([CH3:28])[CH2:24][C:25]([O:27][N:30]1[C:34](=[O:35])[CH2:33][CH2:32][C:31]1=[O:36])=[O:26])=[O:22])([CH3:19])([CH3:18])[CH3:17]. The catalyst class is: 1. (7) Reactant: [NH:1]1[C:9]2[C:4](=[N:5][CH:6]=[CH:7][CH:8]=2)[CH:3]=[C:2]1[C:10]([NH2:12])=[O:11].[F:13][C:14]1[CH:15]=[C:16]([S:20][S:20][C:16]2[CH:17]=[CH:18][CH:19]=[C:14]([F:13])[CH:15]=2)[CH:17]=[CH:18][CH:19]=1. Product: [F:13][C:14]1[CH:15]=[C:16]([S:20][C:3]2[C:4]3=[N:5][CH:6]=[CH:7][CH:8]=[C:9]3[NH:1][C:2]=2[C:10]([NH2:12])=[O:11])[CH:17]=[CH:18][CH:19]=1. The catalyst class is: 3. (8) Reactant: [NH:1]([C:7]([O:9][C:10]([CH3:13])([CH3:12])[CH3:11])=[O:8])[CH2:2][CH2:3][C:4]([OH:6])=[O:5].C1CCC(N=C=NC2CCCCC2)CC1.[C:29]([O:33][C:34]1[C:43]2[C:38](=[CH:39][CH:40]=[CH:41][CH:42]=2)[C:37](O)=[C:36]([CH3:45])[C:35]=1[CH2:46]/[CH:47]=[C:48](\[CH3:80])/[CH2:49][CH2:50]/[CH:51]=[C:52](\[CH3:79])/[CH2:53][CH2:54]/[CH:55]=[C:56](\[CH3:78])/[CH2:57][CH2:58]/[CH:59]=[C:60](\[CH3:77])/[CH2:61][CH2:62]/[CH:63]=[C:64](\[CH3:76])/[CH2:65][CH2:66]/[CH:67]=[C:68](\[CH3:75])/[CH2:69][CH2:70][CH:71]=[C:72]([CH3:74])[CH3:73])(=[O:32])[CH2:30][CH3:31]. Product: [C:10]([O:9][C:7]([NH:1][CH2:2][CH2:3][C:4]([O:6][C:37]1[C:38]2[C:43](=[CH:42][CH:41]=[CH:40][CH:39]=2)[C:34]([O:33][C:29](=[O:32])[CH2:30][CH3:31])=[C:35]([CH2:46]/[CH:47]=[C:48](\[CH3:80])/[CH2:49][CH2:50]/[CH:51]=[C:52](\[CH3:79])/[CH2:53][CH2:54]/[CH:55]=[C:56](\[CH3:78])/[CH2:57][CH2:58]/[CH:59]=[C:60](\[CH3:77])/[CH2:61][CH2:62]/[CH:63]=[C:64](\[CH3:76])/[CH2:65][CH2:66]/[CH:67]=[C:68](\[CH3:75])/[CH2:69][CH2:70][CH:71]=[C:72]([CH3:74])[CH3:73])[C:36]=1[CH3:45])=[O:5])=[O:8])([CH3:13])([CH3:12])[CH3:11]. The catalyst class is: 79.